Task: Predict the reactants needed to synthesize the given product.. Dataset: Full USPTO retrosynthesis dataset with 1.9M reactions from patents (1976-2016) Given the product [CH3:1][N:2]1[CH2:3][CH2:4][CH:5]([O:8][C:9]2[CH:14]=[CH:13][C:12]([NH2:15])=[C:11]([C:18]3[CH:23]=[CH:22][CH:21]=[CH:20][CH:19]=3)[CH:10]=2)[CH2:6][CH2:7]1, predict the reactants needed to synthesize it. The reactants are: [CH3:1][N:2]1[CH2:7][CH2:6][CH:5]([O:8][C:9]2[CH:10]=[C:11]([C:18]3[CH:23]=[CH:22][CH:21]=[CH:20][CH:19]=3)[C:12]([N+:15]([O-])=O)=[CH:13][CH:14]=2)[CH2:4][CH2:3]1.